From a dataset of Catalyst prediction with 721,799 reactions and 888 catalyst types from USPTO. Predict which catalyst facilitates the given reaction. (1) Reactant: [CH3:1][O:2][CH2:3][CH:4]([NH:6][C:7]1[C:8]([C:13]([O:15][CH2:16][CH3:17])=[O:14])=[N:9][CH:10]=[CH:11][CH:12]=1)[CH3:5].C1C(=O)N([Br:25])C(=O)C1. Product: [Br:25][C:10]1[N:9]=[C:8]([C:13]([O:15][CH2:16][CH3:17])=[O:14])[C:7]([NH:6][CH:4]([CH3:5])[CH2:3][O:2][CH3:1])=[CH:12][CH:11]=1. The catalyst class is: 10. (2) Reactant: [Br:1]Br.[CH3:3][O:4][C:5]([C:7]1[S:8][C:9]([C:13]2[CH:18]=[CH:17][C:16]([O:19][CH3:20])=[CH:15][CH:14]=2)=[C:10]([CH3:12])[CH:11]=1)=[O:6]. Product: [Br:1][C:17]1[CH:18]=[C:13]([C:9]2[S:8][C:7]([C:5]([O:4][CH3:3])=[O:6])=[CH:11][C:10]=2[CH3:12])[CH:14]=[CH:15][C:16]=1[O:19][CH3:20]. The catalyst class is: 15.